The task is: Predict which catalyst facilitates the given reaction.. This data is from Catalyst prediction with 721,799 reactions and 888 catalyst types from USPTO. (1) Reactant: C(O)(C(F)(F)F)=O.[Cl:8][C:9]1[C:29]([NH:30][C:31](=[O:40])[C:32]2[CH:37]=[CH:36][CH:35]=[C:34]([C:38]#[N:39])[CH:33]=2)=[CH:28][CH:27]=[CH:26][C:10]=1[CH2:11][N:12]1[CH2:17][CH2:16][N:15](C(OC(C)(C)C)=O)[C@@H:14]([CH3:25])[CH2:13]1. Product: [Cl:8][C:9]1[C:10]([CH2:11][N:12]2[CH2:17][CH2:16][NH:15][C@@H:14]([CH3:25])[CH2:13]2)=[CH:26][CH:27]=[CH:28][C:29]=1[NH:30][C:31](=[O:40])[C:32]1[CH:37]=[CH:36][CH:35]=[C:34]([C:38]#[N:39])[CH:33]=1. The catalyst class is: 2. (2) Reactant: [CH2:1]([O:8][C:9]([CH2:11][C@H:12]([NH:15][C:16](=[O:22])[O:17][C:18]([CH3:21])([CH3:20])[CH3:19])[CH2:13][OH:14])=[O:10])[C:2]1[CH:7]=[CH:6][CH:5]=[CH:4][CH:3]=1.[C:23](C1C=C(C)C=C(C(C)(C)C)N=1)(C)(C)C.F[B-](F)(F)F.C[O+](C)C. Product: [CH2:1]([O:8][C:9]([CH2:11][C@H:12]([NH:15][C:16](=[O:22])[O:17][C:18]([CH3:19])([CH3:21])[CH3:20])[CH2:13][O:14][CH3:23])=[O:10])[C:2]1[CH:7]=[CH:6][CH:5]=[CH:4][CH:3]=1. The catalyst class is: 4. (3) Reactant: [CH3:1][S:2]([C:5]1[CH:6]=[C:7]([C:11]2[N:16]3[N:17]=[C:18]([NH:20][C:21]4[CH:28]=[CH:27][C:24]([CH:25]=O)=[CH:23][CH:22]=4)[N:19]=[C:15]3[CH:14]=[CH:13][CH:12]=2)[CH:8]=[CH:9][CH:10]=1)(=[O:4])=[O:3].[CH3:29][NH:30][CH3:31].C(O[BH-](OC(=O)C)OC(=O)C)(=O)C.[Na+]. Product: [CH3:29][N:30]([CH2:25][C:24]1[CH:27]=[CH:28][C:21]([NH:20][C:18]2[N:19]=[C:15]3[CH:14]=[CH:13][CH:12]=[C:11]([C:7]4[CH:8]=[CH:9][CH:10]=[C:5]([S:2]([CH3:1])(=[O:4])=[O:3])[CH:6]=4)[N:16]3[N:17]=2)=[CH:22][CH:23]=1)[CH3:31]. The catalyst class is: 4. (4) Reactant: [CH3:1][CH2:2][N:3]([C:6]([C:8]1([C:13]2[CH:14]=[CH:15][CH:16]=[CH:17][CH:18]=2)[CH:10]([CH2:11][NH2:12])[CH2:9]1)=[O:7])[CH2:4][CH3:5].[ClH:19].C(OCC)(=O)C. Product: [CH3:5][CH2:4][N:3]([C:6]([C:8]1([C:13]2[CH:14]=[CH:15][CH:16]=[CH:17][CH:18]=2)[CH:10]([CH2:11][NH2:12])[CH2:9]1)=[O:7])[CH2:2][CH3:1].[ClH:19].[ClH:19]. The catalyst class is: 13. (5) Reactant: [C:1]([CH2:3][C:4]1[N:5]=[C:6]([C@H:9]([NH:11][C:12]([C:14]2[C:22]3[C:17](=[N:18][CH:19]=[C:20]([C:23]4[C:31]5[C:26](=[CH:27][C:28]([F:32])=[CH:29][CH:30]=5)[N:25]([CH3:33])[N:24]=4)[N:21]=3)[N:16](COCC[Si](C)(C)C)[CH:15]=2)=[O:13])[CH3:10])[O:7][CH:8]=1)#[N:2].FC(F)(F)C(O)=O.C(N)CN. Product: [C:1]([CH2:3][C:4]1[N:5]=[C:6]([C@H:9]([NH:11][C:12]([C:14]2[C:22]3[C:17](=[N:18][CH:19]=[C:20]([C:23]4[C:31]5[C:26](=[CH:27][C:28]([F:32])=[CH:29][CH:30]=5)[N:25]([CH3:33])[N:24]=4)[N:21]=3)[NH:16][CH:15]=2)=[O:13])[CH3:10])[O:7][CH:8]=1)#[N:2]. The catalyst class is: 4. (6) Reactant: [CH:1]([CH:3]1[C:15]2[CH:14]=[C:13]([NH:16][C:17]([O:19][C:20]([CH3:23])([CH3:22])[CH3:21])=[O:18])[CH:12]=[CH:11][C:10]=2[C:9]2[C:4]1=[CH:5][C:6]([NH:24][C:25]([O:27][C:28]([CH3:31])([CH3:30])[CH3:29])=[O:26])=[CH:7][CH:8]=2)=[O:2].[BH4-].[Na+].C(O)(=O)C. The catalyst class is: 24. Product: [OH:2][CH2:1][CH:3]1[C:15]2[CH:14]=[C:13]([NH:16][C:17]([O:19][C:20]([CH3:21])([CH3:22])[CH3:23])=[O:18])[CH:12]=[CH:11][C:10]=2[C:9]2[C:4]1=[CH:5][C:6]([NH:24][C:25]([O:27][C:28]([CH3:31])([CH3:30])[CH3:29])=[O:26])=[CH:7][CH:8]=2. (7) Reactant: CC([N:4]=C=NC(C)C)C.[C:10]([C:13]1[CH:45]=[CH:44][C:16]([O:17][CH2:18][C:19]2[CH:24]=[CH:23][C:22]([CH:25]([O:37][CH:38]3[CH2:43][CH2:42][CH2:41][CH2:40][O:39]3)[C:26]3[CH:27]=[CH:28][C:29]([O:35][CH3:36])=[C:30]([CH:34]=3)[C:31](O)=[O:32])=[CH:21][CH:20]=2)=[C:15]([CH2:46][CH2:47][CH3:48])[C:14]=1[OH:49])(=[O:12])[CH3:11].O.ON1C2C=CC=CC=2N=N1. Product: [C:10]([C:13]1[CH:45]=[CH:44][C:16]([O:17][CH2:18][C:19]2[CH:24]=[CH:23][C:22]([CH:25]([O:37][CH:38]3[CH2:43][CH2:42][CH2:41][CH2:40][O:39]3)[C:26]3[CH:27]=[CH:28][C:29]([O:35][CH3:36])=[C:30]([CH:34]=3)[C:31]([NH2:4])=[O:32])=[CH:21][CH:20]=2)=[C:15]([CH2:46][CH2:47][CH3:48])[C:14]=1[OH:49])(=[O:12])[CH3:11]. The catalyst class is: 4.